From a dataset of Reaction yield outcomes from USPTO patents with 853,638 reactions. Predict the reaction yield, written as a fraction of the theoretical maximum amount of product (1.0 means a 100% yield; for example, 0.34 means a 34% yield). (1) The reactants are C([O:4][CH2:5][C:6]1[C:7]([N:31]2[CH2:43][CH2:42][N:34]3[C:35]4[CH2:36][CH2:37][CH2:38][CH2:39][C:40]=4[CH:41]=[C:33]3[C:32]2=[O:44])=[N:8][CH:9]=[CH:10][C:11]=1[C:12]1[CH:17]=[C:16]([NH:18][C:19]2[CH:28]=[C:22]3[CH2:23][N:24]([CH3:27])[CH2:25][CH2:26][N:21]3[N:20]=2)[C:15](=[O:29])[N:14]([CH3:30])[CH:13]=1)(=O)C.O[Li].O. The catalyst is CC(O)C.C1COCC1.O. The product is [OH:4][CH2:5][C:6]1[C:7]([N:31]2[CH2:43][CH2:42][N:34]3[C:35]4[CH2:36][CH2:37][CH2:38][CH2:39][C:40]=4[CH:41]=[C:33]3[C:32]2=[O:44])=[N:8][CH:9]=[CH:10][C:11]=1[C:12]1[CH:17]=[C:16]([NH:18][C:19]2[CH:28]=[C:22]3[CH2:23][N:24]([CH3:27])[CH2:25][CH2:26][N:21]3[N:20]=2)[C:15](=[O:29])[N:14]([CH3:30])[CH:13]=1. The yield is 0.320. (2) The reactants are [C:1]12([CH2:11][OH:12])[CH2:10][CH:5]3[CH2:6][CH:7]([CH2:9][CH:3]([CH2:4]3)[CH2:2]1)[CH2:8]2.CC(C)([O-])C.[K+].[Cl:19][C:20]1[C:21](F)=[CH:22][C:23]([F:33])=[C:24]([CH:32]=1)[C:25]([NH:27][S:28]([CH3:31])(=[O:30])=[O:29])=[O:26]. The catalyst is CS(C)=O. The product is [C:1]12([CH2:11][O:12][C:21]3[C:20]([Cl:19])=[CH:32][C:24]([C:25]([NH:27][S:28]([CH3:31])(=[O:30])=[O:29])=[O:26])=[C:23]([F:33])[CH:22]=3)[CH2:8][CH:7]3[CH2:6][CH:5]([CH2:4][CH:3]([CH2:9]3)[CH2:2]1)[CH2:10]2. The yield is 0.460. (3) The reactants are [NH2:1][C:2]1[NH:3][N:4]=[C:5]([CH3:7])[CH:6]=1.C(O[C:17]([C:25]1[CH:30]=[CH:29][CH:28]=[CH:27][CH:26]=1)=[CH:18][C:19]1[CH:24]=[CH:23][N:22]=[CH:21][CH:20]=1)(=O)C1C=CC=CC=1. No catalyst specified. The product is [C:25]1([C:17]2[C:18]([C:19]3[CH:20]=[CH:21][N:22]=[CH:23][CH:24]=3)=[C:17]([C:25]3[CH:30]=[CH:29][CH:28]=[CH:27][CH:26]=3)[N:1]=[C:2]3[NH:3][N:4]=[C:5]([CH3:7])[C:6]=23)[CH:26]=[CH:27][CH:28]=[CH:29][CH:30]=1. The yield is 0.160. (4) The reactants are [C:1]([C:3]1[CH:4]=[C:5]2[C:9](=[CH:10][CH:11]=1)[N:8]([S:12]([C:15]1[CH:20]=[CH:19][C:18]([O:21][CH3:22])=[CH:17][C:16]=1[O:23][CH3:24])(=[O:14])=[O:13])[C:7](=[O:25])[C:6]2([NH:35][C:36]([N:38]1[CH2:43][CH2:42][CH:41]([N:44]2[CH2:49][CH2:48][N:47](C(OC(C)(C)C)=O)[CH2:46][CH2:45]2)[CH2:40][CH2:39]1)=[O:37])[C:26]1[C:27]([O:32][CH2:33][CH3:34])=[N:28][CH:29]=[CH:30][CH:31]=1)#[N:2].Cl.C(Cl)Cl.CO. The catalyst is CO.C(O)(C)C. The product is [C:1]([C:3]1[CH:4]=[C:5]2[C:9](=[CH:10][CH:11]=1)[N:8]([S:12]([C:15]1[CH:20]=[CH:19][C:18]([O:21][CH3:22])=[CH:17][C:16]=1[O:23][CH3:24])(=[O:14])=[O:13])[C:7](=[O:25])[C:6]2([NH:35][C:36]([N:38]1[CH2:39][CH2:40][CH:41]([N:44]2[CH2:45][CH2:46][NH:47][CH2:48][CH2:49]2)[CH2:42][CH2:43]1)=[O:37])[C:26]1[C:27]([O:32][CH2:33][CH3:34])=[N:28][CH:29]=[CH:30][CH:31]=1)#[N:2]. The yield is 0.330. (5) The reactants are Br[C:2]1[CH:3]=[C:4]2[C:8](=[C:9]([C:11]([NH:13][CH2:14][C:15]3[C:16](=[O:25])[NH:17][C:18]([CH3:24])=[CH:19][C:20]=3[CH2:21][CH2:22][CH3:23])=[O:12])[CH:10]=1)[N:7]([CH3:26])[CH:6]=[C:5]2[CH:27]([CH3:29])[CH3:28].Cl.[CH3:31][N:32]([CH2:34][C:35]1[CH:36]=[C:37](B2OC(C)(C)C(C)(C)O2)[CH:38]=[CH:39][CH:40]=1)[CH3:33]. No catalyst specified. The product is [CH3:31][N:32]([CH2:34][C:35]1[CH:40]=[C:39]([C:2]2[CH:3]=[C:4]3[C:8](=[C:9]([C:11]([NH:13][CH2:14][C:15]4[C:16](=[O:25])[NH:17][C:18]([CH3:24])=[CH:19][C:20]=4[CH2:21][CH2:22][CH3:23])=[O:12])[CH:10]=2)[N:7]([CH3:26])[CH:6]=[C:5]3[CH:27]([CH3:28])[CH3:29])[CH:38]=[CH:37][CH:36]=1)[CH3:33]. The yield is 0.630. (6) The reactants are [OH:1][C:2]1[CH:7]=[CH:6][C:5]([C:8](=[O:16])[CH2:9][C:10](=[O:15])[CH2:11][CH2:12][CH2:13][CH3:14])=[CH:4][CH:3]=1.[N+:17]([C:20]1[CH:25]=[CH:24][C:23](ON)=[CH:22][CH:21]=1)([O-:19])=[O:18].O. The catalyst is C(O)(=O)C. The product is [CH2:11]([C:10]1[O:15][C:23]2[CH:24]=[CH:25][C:20]([N+:17]([O-:19])=[O:18])=[CH:21][C:22]=2[C:9]=1[C:8](=[O:16])[C:5]1[CH:4]=[CH:3][C:2]([OH:1])=[CH:7][CH:6]=1)[CH2:12][CH2:13][CH3:14]. The yield is 0.690. (7) The reactants are [Cl:1][C:2]1[CH:3]=[C:4]([CH2:9][C:10]([O:12][CH3:13])=[O:11])[CH:5]=[CH:6][C:7]=1[OH:8].CN(C)C.[S:18](O[S:18]([C:21]([F:24])([F:23])[F:22])(=[O:20])=[O:19])([C:21]([F:24])([F:23])[F:22])(=[O:20])=[O:19]. The catalyst is ClCCl. The product is [Cl:1][C:2]1[CH:3]=[C:4]([CH2:9][C:10]([O:12][CH3:13])=[O:11])[CH:5]=[CH:6][C:7]=1[O:8][S:18]([C:21]([F:24])([F:23])[F:22])(=[O:20])=[O:19]. The yield is 0.870. (8) The reactants are [C:1](=[NH:25])([O:3][CH2:4][CH2:5][C:6]1[CH:11]=[CH:10][C:9]([O:12][C:13]2[CH:18]=[CH:17][C:16]([Cl:19])=[C:15]([C:20]([F:23])([F:22])[F:21])[CH:14]=2)=[C:8]([F:24])[CH:7]=1)[NH2:2].[OH:26]/[CH:27]=[C:28](/[CH2:33][C:34]1[CH:35]=[N:36][CH:37]=[N:38][CH:39]=1)\[C:29](OC)=O.[C:40]([O-:43])([O-])=[O:41].[K+].[K+]. The catalyst is CN1C(=O)CCC1. The product is [F:21][C:20]([F:23])([F:22])[C:40]([OH:43])=[O:41].[Cl:19][C:16]1[CH:17]=[CH:18][C:13]([O:12][C:9]2[CH:10]=[CH:11][C:6]([CH2:5][CH2:4][O:3][C:1]3[NH:2][CH:29]=[C:28]([CH2:33][C:34]4[CH:39]=[N:38][CH:37]=[N:36][CH:35]=4)[C:27](=[O:26])[N:25]=3)=[CH:7][C:8]=2[F:24])=[CH:14][C:15]=1[C:20]([F:23])([F:21])[F:22]. The yield is 0.415. (9) The reactants are C([O-])(=O)C.[NH4+].[OH:6][C:7]1[CH:8]=[C:9]([CH:12]=[CH:13][C:14]=1[OH:15])[CH:10]=O.[N+:16]([CH3:19])([O-:18])=[O:17]. No catalyst specified. The product is [N+:16]([CH:19]=[CH:10][C:9]1[CH:8]=[C:7]([OH:6])[C:14]([OH:15])=[CH:13][CH:12]=1)([O-:18])=[O:17]. The yield is 0.610.